Dataset: Forward reaction prediction with 1.9M reactions from USPTO patents (1976-2016). Task: Predict the product of the given reaction. Given the reactants [Br:1][C:2]1[CH:3]=[N:4][N:5]([C@@H:7]([CH3:11])[C@@H:8]([NH2:10])[CH3:9])[CH:6]=1.[CH:12](=O)[C:13]1[CH:18]=[CH:17][CH:16]=[CH:15][CH:14]=1.[BH4-].[Na+].O, predict the reaction product. The product is: [CH2:12]([NH:10][C@H:8]([C@@H:7]([N:5]1[CH:6]=[C:2]([Br:1])[CH:3]=[N:4]1)[CH3:11])[CH3:9])[C:13]1[CH:18]=[CH:17][CH:16]=[CH:15][CH:14]=1.